From a dataset of Forward reaction prediction with 1.9M reactions from USPTO patents (1976-2016). Predict the product of the given reaction. (1) Given the reactants [CH2:1]([N:8]([CH2:21][C:22]1[CH:41]=[CH:40][C:25]([O:26][C:27]2[CH:39]=[CH:38][C:30]([O:31][CH2:32][CH2:33][CH2:34][C:35](O)=[O:36])=[CH:29][CH:28]=2)=[CH:24][CH:23]=1)[C:9]1[CH:14]=[CH:13][CH:12]=[C:11]([NH:15][S:16]([CH3:19])(=[O:18])=[O:17])[C:10]=1[CH3:20])[C:2]1[CH:7]=[CH:6][CH:5]=[CH:4][CH:3]=1.Cl.[C:43]([O:47][C:48](=[O:57])[C@H:49]([CH2:51][O:52]C(C)(C)C)[NH2:50])([CH3:46])([CH3:45])[CH3:44], predict the reaction product. The product is: [CH2:1]([N:8]([CH2:21][C:22]1[CH:41]=[CH:40][C:25]([O:26][C:27]2[CH:39]=[CH:38][C:30]([O:31][CH2:32][CH2:33][CH2:34][C:35]([NH:50][C@H:49]([C:48]([O:47][C:43]([CH3:46])([CH3:45])[CH3:44])=[O:57])[CH2:51][OH:52])=[O:36])=[CH:29][CH:28]=2)=[CH:24][CH:23]=1)[C:9]1[CH:14]=[CH:13][CH:12]=[C:11]([NH:15][S:16]([CH3:19])(=[O:17])=[O:18])[C:10]=1[CH3:20])[C:2]1[CH:3]=[CH:4][CH:5]=[CH:6][CH:7]=1. (2) Given the reactants [CH:1]1([N:4]2[CH2:9][CH2:8][N:7]([C:10]([C:12]3[CH:17]=[CH:16][C:15]([C:18]4[N:19]=[CH:20][C:21]5[N:22]([C:24](I)=[CH:25][N:26]=5)[CH:23]=4)=[CH:14][CH:13]=3)=[O:11])[CH2:6][CH2:5]2)[CH2:3][CH2:2]1.[C:28]([C:30]1[CH:35]=[CH:34][C:33](B(O)O)=[CH:32][CH:31]=1)#[N:29], predict the reaction product. The product is: [CH:1]1([N:4]2[CH2:9][CH2:8][N:7]([C:10]([C:12]3[CH:17]=[CH:16][C:15]([C:18]4[N:19]=[CH:20][C:21]5[N:22]([C:24]([C:33]6[CH:34]=[CH:35][C:30]([C:28]#[N:29])=[CH:31][CH:32]=6)=[CH:25][N:26]=5)[CH:23]=4)=[CH:14][CH:13]=3)=[O:11])[CH2:6][CH2:5]2)[CH2:3][CH2:2]1. (3) Given the reactants [Cl:1][C:2]1[CH:7]=[N:6][CH:5]=[C:4]2[S:8][C:9]([C:11]3[S:15][C:14]([NH:16][CH2:17][C@@H:18]([NH:30]C(=O)OC(C)(C)C)[CH2:19][C:20]4[CH:25]=[CH:24][CH:23]=[C:22]([C:26]([F:29])([F:28])[F:27])[CH:21]=4)=[N:13][N:12]=3)=[CH:10][C:3]=12.C(O)(C(F)(F)F)=O, predict the reaction product. The product is: [NH2:30][C@@H:18]([CH2:19][C:20]1[CH:25]=[CH:24][CH:23]=[C:22]([C:26]([F:27])([F:29])[F:28])[CH:21]=1)[CH2:17][NH:16][C:14]1[S:15][C:11]([C:9]2[S:8][C:4]3=[CH:5][N:6]=[CH:7][C:2]([Cl:1])=[C:3]3[CH:10]=2)=[N:12][N:13]=1. (4) Given the reactants [OH:1][CH:2]([CH3:5])[CH2:3][NH2:4].C[C:7]1([CH3:31])[C:11]([C:12]([OH:14])=O)=[CH:10][NH:9][CH:8]1/[CH:15]=[C:16]1\[C:17](=[O:30])[NH:18][C:19]2[C:24]\1=[CH:23][C:22]([O:25][C:26]([F:29])([F:28])[F:27])=[CH:21][CH:20]=2.CN(C(O[N:40]1[N:48]=[N:47]C2C=CC=[N:46][C:41]1=2)=[N+](C)C)C.F[P-](F)(F)(F)(F)F.[CH3:56]CN(C(C)C)C(C)C, predict the reaction product. The product is: [OH:1][CH:2]([CH2:5][N:48]1[N:47]=[N:46][CH:41]=[N:40]1)[CH2:3][NH:4][C:12]([C:11]1[C:7]([CH3:31])=[C:8](/[CH:15]=[C:16]2\[C:17](=[O:30])[NH:18][C:19]3[C:24]\2=[CH:23][C:22]([O:25][C:26]([F:27])([F:29])[F:28])=[CH:21][CH:20]=3)[NH:9][C:10]=1[CH3:56])=[O:14].